From a dataset of Catalyst prediction with 721,799 reactions and 888 catalyst types from USPTO. Predict which catalyst facilitates the given reaction. (1) Reactant: C([O:5][C:6](=[O:48])[C:7]1[CH:12]=[CH:11][C:10]([CH2:13][CH:14]([C:32]2[CH:37]=[CH:36][C:35]([C:38]3[CH2:43][CH2:42][C@@H:41]([C:44]([CH3:47])([CH3:46])[CH3:45])[CH2:40][CH:39]=3)=[CH:34][CH:33]=2)[C:15](=[O:31])[NH:16][C:17]2[CH:22]=[CH:21][C:20]([C:23]3[CH:28]=[CH:27][C:26]([Cl:29])=[CH:25][C:24]=3[CH3:30])=[CH:19][CH:18]=2)=[CH:9][CH:8]=1)(C)(C)C.Cl.O1CCOCC1.Cl. Product: [C:44]([C@@H:41]1[CH2:42][CH2:43][C:38]([C:35]2[CH:34]=[CH:33][C:32]([CH:14]([C:15](=[O:31])[NH:16][C:17]3[CH:18]=[CH:19][C:20]([C:23]4[CH:28]=[CH:27][C:26]([Cl:29])=[CH:25][C:24]=4[CH3:30])=[CH:21][CH:22]=3)[CH2:13][C:10]3[CH:11]=[CH:12][C:7]([C:6]([OH:48])=[O:5])=[CH:8][CH:9]=3)=[CH:37][CH:36]=2)=[CH:39][CH2:40]1)([CH3:47])([CH3:46])[CH3:45]. The catalyst class is: 6. (2) Reactant: [C:1]([O:7]CC)(=O)[CH2:2][C:3]([CH3:5])=O.Cl.[C:11]([NH2:14])(=[NH:13])[CH3:12].[O-]CC.[Na+].C(O)(=O)C. Product: [CH3:12][CH:11]1[NH:14][C:1](=[O:7])[CH2:2][C:3]([CH3:5])=[N:13]1. The catalyst class is: 8. (3) Reactant: Br[C:2]1[C:7]([N+:8]([O-:10])=[O:9])=[CH:6][C:5]([Cl:11])=[CH:4][N:3]=1.[C:12]1([OH:18])[CH:17]=[CH:16][CH:15]=[CH:14][CH:13]=1.C([O-])([O-])=O.[K+].[K+]. Product: [Cl:11][C:5]1[CH:6]=[C:7]([N+:8]([O-:10])=[O:9])[C:2]([O:18][C:12]2[CH:17]=[CH:16][CH:15]=[CH:14][CH:13]=2)=[N:3][CH:4]=1. The catalyst class is: 3.